This data is from Forward reaction prediction with 1.9M reactions from USPTO patents (1976-2016). The task is: Predict the product of the given reaction. (1) Given the reactants [F:1][C:2]([F:15])([F:14])[C:3]1[CH:4]=[C:5](Br)[CH:6]=[C:7]([C:9]([F:12])([F:11])[F:10])[CH:8]=1.C1(N(C)C)CCCCC1.[CH3:25][C:26]([N:28]([CH3:30])C)=O.CN1[C:36]([CH3:37])=[CH:35][C:34]([C:38]([F:41])([F:40])[F:39])=[N:33]1, predict the reaction product. The product is: [CH:36]([C:35]1[CH:34]([C:38]([F:41])([F:40])[F:39])[N:33]([C:5]2[CH:4]=[C:3]([C:2]([F:15])([F:14])[F:1])[CH:8]=[C:7]([C:9]([F:12])([F:11])[F:10])[CH:6]=2)[N:28]([CH3:30])[C:26]=1[CH3:25])=[CH2:37]. (2) Given the reactants Br[C:2]1[CH:23]=[CH:22][C:5]([C:6]([NH:8][S:9]([C:12]2[CH:17]=[CH:16][CH:15]=[CH:14][C:13]=2[S:18](=[O:21])(=[O:20])[NH2:19])(=[O:11])=[O:10])=[O:7])=[CH:4][C:3]=1[O:24][CH2:25][CH2:26][O:27][CH2:28][C:29]([F:32])([F:31])[F:30].[C:33]1([C:39]#[CH:40])[CH:38]=[CH:37][CH:36]=[CH:35][CH:34]=1, predict the reaction product. The product is: [C:33]1([C:39]#[C:40][C:2]2[CH:23]=[CH:22][C:5]([C:6]([NH:8][S:9]([C:12]3[CH:17]=[CH:16][CH:15]=[CH:14][C:13]=3[S:18](=[O:21])(=[O:20])[NH2:19])(=[O:11])=[O:10])=[O:7])=[CH:4][C:3]=2[O:24][CH2:25][CH2:26][O:27][CH2:28][C:29]([F:32])([F:31])[F:30])[CH:38]=[CH:37][CH:36]=[CH:35][CH:34]=1.